Task: Regression. Given a peptide amino acid sequence and an MHC pseudo amino acid sequence, predict their binding affinity value. This is MHC class I binding data.. Dataset: Peptide-MHC class I binding affinity with 185,985 pairs from IEDB/IMGT (1) The peptide sequence is SQAAFGLPI. The MHC is HLA-C04:01 with pseudo-sequence HLA-C04:01. The binding affinity (normalized) is 0.213. (2) The peptide sequence is SVFALLPPQ. The MHC is HLA-A25:01 with pseudo-sequence HLA-A25:01. The binding affinity (normalized) is 0.0847. (3) The peptide sequence is RLQPNQPPK. The MHC is HLA-A30:01 with pseudo-sequence HLA-A30:01. The binding affinity (normalized) is 0.540. (4) The peptide sequence is LLCGALIAFL. The MHC is H-2-Db with pseudo-sequence H-2-Db. The binding affinity (normalized) is 0.